This data is from Catalyst prediction with 721,799 reactions and 888 catalyst types from USPTO. The task is: Predict which catalyst facilitates the given reaction. (1) Reactant: [F:1][C:2]1[C:3](I)=[C:4]2[C:14]3[C:9](=[CH:10][N:11]=[C:12]([C:15]4[CH:16]=[N:17][CH:18]=[CH:19][CH:20]=4)[CH:13]=3)[NH:8][C:5]2=[N:6][CH:7]=1.[CH3:22][N:23]([CH3:47])[CH2:24][CH2:25][CH2:26][N:27]([C:32]1[CH:37]=[CH:36][C:35](B2OC(C)(C)C(C)(C)O2)=[CH:34][CH:33]=1)[S:28]([CH3:31])(=[O:30])=[O:29].C(=O)([O-])[O-].[Cs+].[Cs+].O1CCOCC1. Product: [CH3:47][N:23]([CH3:22])[CH2:24][CH2:25][CH2:26][N:27]([C:32]1[CH:33]=[CH:34][C:35]([C:3]2[C:2]([F:1])=[CH:7][N:6]=[C:5]3[NH:8][C:9]4[C:14]([C:4]=23)=[CH:13][C:12]([C:15]2[CH:16]=[N:17][CH:18]=[CH:19][CH:20]=2)=[N:11][CH:10]=4)=[CH:36][CH:37]=1)[S:28]([CH3:31])(=[O:29])=[O:30]. The catalyst class is: 6. (2) Reactant: [OH-:1].[K+].[C:3]1([CH3:9])[CH:8]=[CH:7][CH:6]=[CH:5][CH:4]=1.Cl. Product: [C:8]([OH:1])(=[O:1])[CH2:3][CH2:4][CH2:5][CH2:9][CH2:3][CH2:8][CH2:7][CH:6]=[CH:5][CH:4]=[CH:4][CH:5]=[CH:6][CH2:7][CH2:8][CH2:3][CH3:9]. The catalyst class is: 6. (3) Reactant: [CH3:1][CH2:2][C@@H:3]1[NH:46][C:44](=[O:45])[C@H:43]([C@H:47]([OH:54])[C@@H:48]([CH2:50]/[CH:51]=[CH:52]/[CH3:53])[CH3:49])[N:42]([CH3:55])[C:40](=[O:41])[C@H:39]([CH:56]([CH3:58])[CH3:57])[N:38]([CH3:59])[C:36](=[O:37])[C@H:35]([CH2:60][CH:61]([CH3:63])[CH3:62])[N:34]([CH3:64])[C:32](=[O:33])[C@H:31]([CH2:65][CH:66]([CH3:68])[CH3:67])[N:30]([CH3:69])[C:28](=[O:29])[C@@H:27]([CH3:70])[NH:26][C:24](=[O:25])[C@H:23]([CH3:71])[NH:22][C:20](=[O:21])[C@H:19]([CH2:72][CH:73]([CH3:75])[CH3:74])[N:18]([CH3:76])[C:16](=[O:17])[C@H:15]([CH:77]([CH3:79])[CH3:78])[NH:14][C:12](=[O:13])[C@H:11]([CH2:80][CH:81]([CH3:83])[CH3:82])[N:10]([CH3:84])[C:8](=[O:9])[CH2:7][N:6]([CH3:85])[C:4]1=[O:5].[C:86](OC(=O)C)(=[O:88])[CH3:87].N1C=CC=CC=1.C(=O)(O)[O-].[Na+]. Product: [CH3:1][CH2:2][C@@H:3]1[NH:46][C:44](=[O:45])[C@H:43]([C@H:47]([O:54][C:86]([CH3:87])=[O:88])[C@@H:48]([CH2:50]/[CH:51]=[CH:52]/[CH3:53])[CH3:49])[N:42]([CH3:55])[C:40](=[O:41])[C@H:39]([CH:56]([CH3:57])[CH3:58])[N:38]([CH3:59])[C:36](=[O:37])[C@H:35]([CH2:60][CH:61]([CH3:62])[CH3:63])[N:34]([CH3:64])[C:32](=[O:33])[C@H:31]([CH2:65][CH:66]([CH3:68])[CH3:67])[N:30]([CH3:69])[C:28](=[O:29])[C@@H:27]([CH3:70])[NH:26][C:24](=[O:25])[C@H:23]([CH3:71])[NH:22][C:20](=[O:21])[C@H:19]([CH2:72][CH:73]([CH3:75])[CH3:74])[N:18]([CH3:76])[C:16](=[O:17])[C@H:15]([CH:77]([CH3:79])[CH3:78])[NH:14][C:12](=[O:13])[C@H:11]([CH2:80][CH:81]([CH3:83])[CH3:82])[N:10]([CH3:84])[C:8](=[O:9])[CH2:7][N:6]([CH3:85])[C:4]1=[O:5]. The catalyst class is: 79. (4) Reactant: [CH2:1]([O:8][C:9]1[C:13]([O:14][CH2:15][C:16]2[CH:21]=[CH:20][CH:19]=[CH:18][CH:17]=2)=[C:12]([C:22](O)=[O:23])[N:11]([C:25]2[CH:30]=[CH:29][C:28]([O:31][CH3:32])=[CH:27][CH:26]=2)[C:10]=1[C:33]([OH:35])=O)[C:2]1[CH:7]=[CH:6][CH:5]=[CH:4][CH:3]=1.Cl.[CH3:37][NH:38][CH3:39].C[CH2:41][N:42](C(C)C)[CH:43](C)C.CN(C(ON1N=NC2C=CC=NC1=2)=[N+](C)C)C.F[P-](F)(F)(F)(F)F. Product: [CH2:1]([O:8][C:9]1[C:13]([O:14][CH2:15][C:16]2[CH:17]=[CH:18][CH:19]=[CH:20][CH:21]=2)=[C:12]([C:22]([N:38]([CH3:39])[CH3:37])=[O:23])[N:11]([C:25]2[CH:30]=[CH:29][C:28]([O:31][CH3:32])=[CH:27][CH:26]=2)[C:10]=1[C:33]([N:42]([CH3:43])[CH3:41])=[O:35])[C:2]1[CH:7]=[CH:6][CH:5]=[CH:4][CH:3]=1. The catalyst class is: 3. (5) Product: [N:1]1[CH:6]=[CH:5][CH:4]=[CH:3][C:2]=1[CH:7]=[CH:15][CH2:14][CH2:13][C:12]([O:11][CH2:9][CH3:10])=[O:35]. Reactant: [N:1]1[CH:6]=[CH:5][CH:4]=[CH:3][C:2]=1[CH:7]=O.[CH2:9]([O:11][C:12](=[O:35])[CH2:13][CH2:14][CH2:15][P+](C1C=CC=CC=1)(C1C=CC=CC=1)C1C=CC=CC=1)[CH3:10].C(=O)([O-])[O-].[K+].[K+].C(OCC)(=O)C. The catalyst class is: 38. (6) Reactant: [Cl:1][C:2]1[CH:7]=[CH:6][C:5]([CH2:8]Cl)=[CH:4][C:3]=1[Cl:10].[NH:11]1[CH2:16][CH2:15][CH:14]([NH:17]C(=O)OC(C)(C)C)[CH2:13][CH2:12]1. Product: [Cl:10][C:3]1[CH:4]=[C:5]([CH:6]=[CH:7][C:2]=1[Cl:1])[CH2:8][N:11]1[CH2:16][CH2:15][CH:14]([NH2:17])[CH2:13][CH2:12]1. The catalyst class is: 338. (7) Reactant: [C:1]([O:5][C:6]([N:8]1[C@H:12]([C:13](=[O:46])[NH:14][C@:15]2([C:20]([NH:22][S:23]([C:26]3[CH:31]=[CH:30][CH:29]=[CH:28][C:27]=3[NH:32][C:33](=[O:45])[CH2:34][CH2:35][CH2:36][CH2:37][CH2:38][CH2:39][CH2:40][C:41]([O:43]C)=[O:42])(=[O:25])=[O:24])=[O:21])[CH2:17][C@H:16]2[CH:18]=[CH2:19])[CH2:11][C@@H:10]([O:47][C:48]([N:50]2[CH2:58][C:57]3[C:52](=[CH:53][CH:54]=[CH:55][C:56]=3[F:59])[CH2:51]2)=[O:49])[CH2:9]1)=[O:7])([CH3:4])([CH3:3])[CH3:2].[Li+].[OH-]. Product: [C:1]([O:5][C:6]([N:8]1[C@H:12]([C:13](=[O:46])[NH:14][C@:15]2([C:20]([NH:22][S:23]([C:26]3[CH:31]=[CH:30][CH:29]=[CH:28][C:27]=3[NH:32][C:33](=[O:45])[CH2:34][CH2:35][CH2:36][CH2:37][CH2:38][CH2:39][CH2:40][C:41]([OH:43])=[O:42])(=[O:25])=[O:24])=[O:21])[CH2:17][C@H:16]2[CH:18]=[CH2:19])[CH2:11][C@@H:10]([O:47][C:48]([N:50]2[CH2:58][C:57]3[C:52](=[CH:53][CH:54]=[CH:55][C:56]=3[F:59])[CH2:51]2)=[O:49])[CH2:9]1)=[O:7])([CH3:2])([CH3:3])[CH3:4]. The catalyst class is: 87. (8) Reactant: [O:1]([CH2:8][CH2:9][OH:10])[C:2]1[CH:7]=[CH:6][CH:5]=[CH:4][CH:3]=1.[CH:11]([C:13]1[CH:18]=[CH:17][C:16]([S:19](Cl)(=[O:21])=[O:20])=[CH:15][CH:14]=1)=[O:12]. Product: [O:1]([CH2:8][CH2:9][O:10][S:19]([C:16]1[CH:15]=[CH:14][C:13]([CH:11]=[O:12])=[CH:18][CH:17]=1)(=[O:21])=[O:20])[C:2]1[CH:7]=[CH:6][CH:5]=[CH:4][CH:3]=1. The catalyst class is: 228. (9) Reactant: [Br:1][C:2]1[CH:3]=[N:4][CH:5]=[CH:6][C:7]=1[CH2:8][CH:9]1[CH2:18][CH2:17][C:16]2[C:11](=[CH:12][CH:13]=[C:14]([O:19][CH3:20])[CH:15]=2)[C:10]1=[O:21].[CH2:22](Br)[C:23]1[CH:28]=[CH:27][CH:26]=[CH:25][CH:24]=1. Product: [Br-:1].[CH2:22]([N+:4]1[CH:5]=[CH:6][C:7]([CH2:8][CH:9]2[CH2:18][CH2:17][C:16]3[C:11](=[CH:12][CH:13]=[C:14]([O:19][CH3:20])[CH:15]=3)[C:10]2=[O:21])=[C:2]([Br:1])[CH:3]=1)[C:23]1[CH:28]=[CH:27][CH:26]=[CH:25][CH:24]=1. The catalyst class is: 4. (10) Reactant: [CH3:1][N:2]1[N:6]=[N:5][C:4]([C:7]2[NH:8][C:9]3[C:14]([C:15]=2[C:16]2[CH:23]=[CH:22][C:19]([CH:20]=O)=[CH:18][CH:17]=2)=[CH:13][CH:12]=[CH:11][CH:10]=3)=[N:3]1.Cl.[NH2:25][OH:26].N1C=CC=CC=1. Product: [CH3:1][N:2]1[N:6]=[N:5][C:4]([C:7]2[NH:8][C:9]3[C:14]([C:15]=2[C:16]2[CH:23]=[CH:22][C:19]([CH:20]=[N:25][OH:26])=[CH:18][CH:17]=2)=[CH:13][CH:12]=[CH:11][CH:10]=3)=[N:3]1. The catalyst class is: 8.